From a dataset of Catalyst prediction with 721,799 reactions and 888 catalyst types from USPTO. Predict which catalyst facilitates the given reaction. (1) Reactant: [F:1][C:2]1[CH:7]=[CH:6][CH:5]=[C:4]([F:8])[C:3]=1[C:9]1[C:18]2[CH:17]=[C:16]([CH:19]=O)[CH:15]=[CH:14][C:13]=2[C:12]2[N:21]([CH2:35][O:36][CH2:37][CH2:38][Si:39]([CH3:42])([CH3:41])[CH3:40])[N:22]=[C:23]([NH:24][CH:25]3[CH2:30][CH2:29][N:28]([S:31]([CH3:34])(=[O:33])=[O:32])[CH2:27][CH2:26]3)[C:11]=2[N:10]=1.Cl.[NH2:44][OH:45]. Product: [F:8][C:4]1[CH:5]=[CH:6][CH:7]=[C:2]([F:1])[C:3]=1[C:9]1[C:18]2[CH:17]=[C:16]([CH:19]=[N:44][OH:45])[CH:15]=[CH:14][C:13]=2[C:12]2[N:21]([CH2:35][O:36][CH2:37][CH2:38][Si:39]([CH3:41])([CH3:42])[CH3:40])[N:22]=[C:23]([NH:24][CH:25]3[CH2:26][CH2:27][N:28]([S:31]([CH3:34])(=[O:33])=[O:32])[CH2:29][CH2:30]3)[C:11]=2[N:10]=1. The catalyst class is: 436. (2) Reactant: [Cl:1][C:2]1[CH:7]=[CH:6][C:5]([N:8]2[CH:12]=[CH:11][CH:10]=[C:9]2[CH:13]=[CH:14][C:15]([O:17][CH3:18])=[O:16])=[C:4]([C:19](=[O:31])[C:20]2[CH:25]=[CH:24][CH:23]=[C:22]([O:26][CH3:27])[C:21]=2[O:28][CH2:29][CH3:30])[CH:3]=1.[BH4-].[Na+].CC(C)=O. Product: [Cl:1][C:2]1[CH:7]=[CH:6][C:5]([N:8]2[CH:12]=[CH:11][CH:10]=[C:9]2[CH:13]=[CH:14][C:15]([O:17][CH3:18])=[O:16])=[C:4]([CH:19]([C:20]2[CH:25]=[CH:24][CH:23]=[C:22]([O:26][CH3:27])[C:21]=2[O:28][CH2:29][CH3:30])[OH:31])[CH:3]=1. The catalyst class is: 5.